From a dataset of Forward reaction prediction with 1.9M reactions from USPTO patents (1976-2016). Predict the product of the given reaction. (1) The product is: [CH2:20]([O:27][C:28]1[CH:33]=[CH:32][C:31]([C:8]2[CH:9]=[C:10]([C:17]([OH:19])=[O:18])[CH:11]=[C:12]([C:13]([OH:15])=[O:14])[CH:16]=2)=[CH:30][CH:29]=1)[C:21]1[CH:26]=[CH:25][CH:24]=[CH:23][CH:22]=1. Given the reactants C(=O)([O-])[O-].[Na+].[Na+].Br[C:8]1[CH:9]=[C:10]([C:17]([OH:19])=[O:18])[CH:11]=[C:12]([CH:16]=1)[C:13]([OH:15])=[O:14].[CH2:20]([O:27][C:28]1[CH:33]=[CH:32][C:31](B(O)O)=[CH:30][CH:29]=1)[C:21]1[CH:26]=[CH:25][CH:24]=[CH:23][CH:22]=1.Cl, predict the reaction product. (2) Given the reactants [N+:1]([C:4]1[CH:9]=[C:8]([C:10]2[CH:11]=[N:12][CH:13]=[CH:14][CH:15]=2)[CH:7]=[CH:6][C:5]=1[NH2:16])([O-])=O, predict the reaction product. The product is: [N:12]1[CH:13]=[CH:14][CH:15]=[C:10]([C:8]2[CH:9]=[C:4]([NH2:1])[C:5]([NH2:16])=[CH:6][CH:7]=2)[CH:11]=1. (3) Given the reactants [C:1]1(=[CH:5][C:6]2[CH:14]=[CH:13][CH:12]=[C:11]3[C:7]=2[C:8](=O)[C:9](=[O:15])[NH:10]3)[CH2:4][CH2:3][CH2:2]1.IC1C=CC=C2C=1C(=O)C(=O)N2.C=C1CC=C1.[CH:34]1[C:39]([NH:40][NH2:41])=[CH:38][CH:37]=[C:36]([S:42]([NH2:45])(=[O:44])=[O:43])[CH:35]=1.Cl, predict the reaction product. The product is: [C:1]1(=[CH:5][C:6]2[CH:14]=[CH:13][CH:12]=[C:11]3[C:7]=2[C:8](=[N:41][NH:40][C:39]2[CH:38]=[CH:37][C:36]([S:42]([NH2:45])(=[O:43])=[O:44])=[CH:35][CH:34]=2)[C:9](=[O:15])[NH:10]3)[CH2:4][CH2:3][CH2:2]1. (4) Given the reactants [C:1]1([NH:7][C:8]2[CH:13]=[CH:12][N:11]=[CH:10][C:9]=2[NH2:14])[CH:6]=[CH:5][CH:4]=[CH:3][CH:2]=1.[S:15](N)(N)(=[O:17])=[O:16], predict the reaction product. The product is: [C:1]1([N:7]2[C:8]3[CH:13]=[CH:12][N:11]=[CH:10][C:9]=3[NH:14][S:15]2(=[O:17])=[O:16])[CH:2]=[CH:3][CH:4]=[CH:5][CH:6]=1. (5) Given the reactants [C:1]1([NH:7][C:8]([NH:10][C@@H:11]2[CH2:16][CH2:15][CH2:14][CH2:13][C@H:12]2[NH:17][CH:18]2[CH2:23][CH2:22][CH2:21][NH:20][CH2:19]2)=[O:9])[CH:6]=[CH:5][CH:4]=[CH:3][CH:2]=1.F[C:25]1[CH:30]=[CH:29][C:28]([C:31]([F:34])([F:33])[F:32])=[CH:27][N:26]=1, predict the reaction product. The product is: [C:1]1([NH:7][C:8]([NH:10][C@@H:11]2[CH2:16][CH2:15][CH2:14][CH2:13][C@H:12]2[NH:17][C@H:18]2[CH2:23][CH2:22][CH2:21][N:20]([C:25]3[CH:30]=[CH:29][C:28]([C:31]([F:34])([F:33])[F:32])=[CH:27][N:26]=3)[CH2:19]2)=[O:9])[CH:2]=[CH:3][CH:4]=[CH:5][CH:6]=1. (6) Given the reactants [Cl:1][C:2]1[CH:7]=[C:6]([Cl:8])[CH:5]=[CH:4][C:3]=1[C:9]1[N:10]=[C:11](/[CH:16]=[CH:17]/[C:18]2[CH:23]=[CH:22][C:21]([C:24]3[CH:29]=[CH:28][C:27]([OH:30])=[CH:26][CH:25]=3)=[CH:20][CH:19]=2)[N:12]([CH2:14][CH3:15])[CH:13]=1.Br[CH2:32][C:33]1[CH:38]=[CH:37][C:36]([C:39]#[N:40])=[CH:35][CH:34]=1.[NH:41]1C=N[N:43]=[N:42]1, predict the reaction product. The product is: [Cl:1][C:2]1[CH:7]=[C:6]([Cl:8])[CH:5]=[CH:4][C:3]=1[C:9]1[N:10]=[C:11](/[CH:16]=[CH:17]/[C:18]2[CH:23]=[CH:22][C:21]([C:24]3[CH:25]=[CH:26][C:27]([O:30][CH2:32][C:33]4[CH:38]=[CH:37][C:36]([C:39]5[NH:40][N:43]=[N:42][N:41]=5)=[CH:35][CH:34]=4)=[CH:28][CH:29]=3)=[CH:20][CH:19]=2)[N:12]([CH2:14][CH3:15])[CH:13]=1. (7) Given the reactants [Br:1][C:2]1[CH:7]=[CH:6][C:5]([CH2:8][C:9](=[O:13])[C:10]([OH:12])=[O:11])=[CH:4][CH:3]=1.[CH2:14]1CCN2C(=NCCC2)CC1.IC, predict the reaction product. The product is: [Br:1][C:2]1[CH:3]=[CH:4][C:5]([CH2:8][C:9](=[O:13])[C:10]([O:12][CH3:14])=[O:11])=[CH:6][CH:7]=1. (8) The product is: [NH:4]1[CH:5]=[CH:6][C:2]([NH:1][C:7](=[O:9])[CH3:8])=[N:3]1. Given the reactants [NH2:1][C:2]1[CH:6]=[CH:5][NH:4][N:3]=1.[C:7](OC(=O)C)(=[O:9])[CH3:8], predict the reaction product. (9) Given the reactants [Cl:1][C:2]1[N:7]=[CH:6][C:5]([CH2:8][C:9]#N)=[CH:4][CH:3]=1.[CH2:11]([OH:13])[CH3:12].S(=O)(=O)(O)[OH:15].C(=O)(O)[O-].[Na+], predict the reaction product. The product is: [Cl:1][C:2]1[N:7]=[CH:6][C:5]([CH2:8][C:9]([O:13][CH2:11][CH3:12])=[O:15])=[CH:4][CH:3]=1. (10) Given the reactants [Br:1][C:2]1[C:11]2[C:6](=[C:7]([CH3:14])[CH:8]=[C:9]([O:12][CH3:13])[CH:10]=2)[N:5]=[CH:4][C:3]=1C(O)=O.C[N:19]1[CH2:24]COCC1.C1(P(N=[N+]=[N-])(C2C=CC=CC=2)=[O:32])C=CC=CC=1.[C:42]([OH:46])([CH3:45])([CH3:44])[CH3:43], predict the reaction product. The product is: [Br:1][C:2]1[C:11]2[C:6](=[C:7]([CH3:14])[CH:8]=[C:9]([O:12][CH3:13])[CH:10]=2)[N:5]=[CH:4][C:3]=1[NH:19][C:24](=[O:32])[O:46][C:42]([CH3:45])([CH3:44])[CH3:43].